From a dataset of Ames mutagenicity test results for genotoxicity prediction. Regression/Classification. Given a drug SMILES string, predict its toxicity properties. Task type varies by dataset: regression for continuous values (e.g., LD50, hERG inhibition percentage) or binary classification for toxic/non-toxic outcomes (e.g., AMES mutagenicity, cardiotoxicity, hepatotoxicity). Dataset: ames. (1) The drug is FC(F)(F)[C@H](Cl)Br. The result is 0 (non-mutagenic). (2) The drug is Cc1cnc2cc(C)c3c(nc(N)n3C)c2n1. The result is 1 (mutagenic). (3) The compound is c1cc(-c2ccncc2)ccn1. The result is 1 (mutagenic). (4) The molecule is CC1=C(Cl)C(=O)OC1O. The result is 1 (mutagenic). (5) The molecule is CCC/C=C(\C=O)CC. The result is 0 (non-mutagenic). (6) The compound is CN1C(C(=O)Nc2ccccn2)C(=O)c2sccc2S1(=O)=O. The result is 0 (non-mutagenic).